From a dataset of Reaction yield outcomes from USPTO patents with 853,638 reactions. Predict the reaction yield, written as a fraction of the theoretical maximum amount of product (1.0 means a 100% yield; for example, 0.34 means a 34% yield). (1) The reactants are [CH3:1][O:2][C:3]1[CH:10]=[C:9]([O:11][CH3:12])[CH:8]=[CH:7][C:4]=1[CH2:5]O.[NH:13]1[C:17](=[O:18])[CH2:16][CH2:15][C:14]1=[O:19].ClCCl.C1(P(C2C=CC=CC=2)C2C=CC=CC=2)C=CC=CC=1. The catalyst is O1CCCC1. The product is [CH3:1][O:2][C:3]1[CH:10]=[C:9]([O:11][CH3:12])[CH:8]=[CH:7][C:4]=1[CH2:5][N:13]1[C:17](=[O:18])[CH2:16][CH2:15][C:14]1=[O:19]. The yield is 0.460. (2) The reactants are [Cl:1][C:2]1[C:11]2[C:6](=[CH:7][C:8]([S:12]([N:15]([C:25]3[CH:29]=[CH:28][O:27][N:26]=3)[CH2:16][C:17]3[CH:22]=[CH:21][C:20]([O:23][CH3:24])=[CH:19][CH:18]=3)(=[O:14])=[O:13])=[CH:9][CH:10]=2)[C:5](=[O:30])[NH:4][N:3]=1.[C:31](=O)([O-])[O-].[K+].[K+].CN(C=O)C.IC. The catalyst is C(#N)C. The product is [Cl:1][C:2]1[C:11]2[C:6](=[CH:7][C:8]([S:12]([N:15]([C:25]3[CH:29]=[CH:28][O:27][N:26]=3)[CH2:16][C:17]3[CH:18]=[CH:19][C:20]([O:23][CH3:24])=[CH:21][CH:22]=3)(=[O:13])=[O:14])=[CH:9][CH:10]=2)[C:5](=[O:30])[N:4]([CH3:31])[N:3]=1. The yield is 0.830. (3) The reactants are [H-].C([Al+]CC(C)C)C(C)C.C1(C)C=CC=CC=1.[C:18]([O:22][C:23]([N:25]1[CH2:30][CH:29]=[C:28]([CH2:31][C:32](OC)=[O:33])[C:27]([CH3:37])([CH3:36])[CH2:26]1)=[O:24])([CH3:21])([CH3:20])[CH3:19].C(O)C. The catalyst is O1CCCC1. The product is [C:18]([O:22][C:23]([N:25]1[CH2:30][CH:29]=[C:28]([CH2:31][CH2:32][OH:33])[C:27]([CH3:37])([CH3:36])[CH2:26]1)=[O:24])([CH3:21])([CH3:20])[CH3:19]. The yield is 0.764. (4) The reactants are [Cl:1][C:2]1[CH:3]=[C:4]([C:9](=[O:11])[CH3:10])[CH:5]=[C:6]([Cl:8])[CH:7]=1.[N:12]1([C:17]2[CH:24]=[CH:23][C:20]([CH:21]=O)=[CH:19][CH:18]=2)[CH:16]=[N:15][CH:14]=[N:13]1.[OH-].[Na+]. The catalyst is C(O)C.O. The product is [N:12]1([C:17]2[CH:24]=[CH:23][C:20](/[CH:21]=[CH:10]/[C:9]([C:4]3[CH:3]=[C:2]([Cl:1])[CH:7]=[C:6]([Cl:8])[CH:5]=3)=[O:11])=[CH:19][CH:18]=2)[CH:16]=[N:15][CH:14]=[N:13]1. The yield is 0.170. (5) The yield is 0.571. The product is [NH2:3][C:4]1[C:9]([CH:10]([OH:16])[C:11]([N:13]([CH3:14])[CH3:15])=[O:12])=[CH:8][C:7]([Br:17])=[CH:6][N:5]=1. The catalyst is CO. The reactants are [BH4-].[Na+].[NH2:3][C:4]1[C:9]([C:10](=[O:16])[C:11]([N:13]([CH3:15])[CH3:14])=[O:12])=[CH:8][C:7]([Br:17])=[CH:6][N:5]=1. (6) The reactants are [H-].[H-].[H-].[H-].[Li+].[Al+3].[CH:7]1([CH2:12][N:13]([CH2:26][CH3:27])[C:14]2[C:23]([C:24]#[N:25])=[CH:22][C:21]3[CH2:20][CH2:19][CH2:18][CH2:17][C:16]=3[N:15]=2)[CH2:11][CH2:10][CH2:9][CH2:8]1. The catalyst is C1COCC1. The product is [NH2:25][CH2:24][C:23]1[C:14]([N:13]([CH2:12][CH:7]2[CH2:11][CH2:10][CH2:9][CH2:8]2)[CH2:26][CH3:27])=[N:15][C:16]2[CH2:17][CH2:18][CH2:19][CH2:20][C:21]=2[CH:22]=1. The yield is 0.650. (7) The reactants are [CH2:1]([O:13][C:14]1[CH:18]=[CH:17][S:16][C:15]=1[C:19]1[S:20][CH:21]=[CH:22][C:23]=1[O:24][CH2:25][CH2:26][CH2:27][CH2:28][CH2:29][CH2:30][CH2:31][CH2:32][CH2:33][CH2:34][CH2:35][CH3:36])[CH2:2][CH2:3][CH2:4][CH2:5][CH2:6][CH2:7][CH2:8][CH2:9][CH2:10][CH2:11][CH3:12].[Li]CCCC.[CH3:42][Sn:43](Cl)([CH3:45])[CH3:44]. The catalyst is C1COCC1.C(OCC)(=O)C. The product is [CH3:42][Sn:43]([CH3:45])([CH3:44])[C:17]1[S:16][C:15]([C:19]2[S:20][C:21]([Sn:43]([CH3:45])([CH3:44])[CH3:42])=[CH:22][C:23]=2[O:24][CH2:25][CH2:26][CH2:27][CH2:28][CH2:29][CH2:30][CH2:31][CH2:32][CH2:33][CH2:34][CH2:35][CH3:36])=[C:14]([O:13][CH2:1][CH2:2][CH2:3][CH2:4][CH2:5][CH2:6][CH2:7][CH2:8][CH2:9][CH2:10][CH2:11][CH3:12])[CH:18]=1. The yield is 0.810. (8) The reactants are CN(C)CCN.[CH:7]1([CH2:13][O:14][N:15]2C(=O)C3=CC=CC=C3C2=O)[CH2:12][CH2:11][CH2:10][CH2:9][CH2:8]1.C(O)(=O)C.[Cl:30][C:31]1[CH:36]=[CH:35][C:34]([NH:37][S:38]([C:41]([F:44])([F:43])[F:42])(=[O:40])=[O:39])=[C:33]([C:45](=O)[CH2:46][CH3:47])[CH:32]=1. The catalyst is CCO. The product is [Cl:30][C:31]1[CH:36]=[CH:35][C:34]([NH:37][S:38]([C:41]([F:44])([F:43])[F:42])(=[O:40])=[O:39])=[C:33]([C:45](=[N:15][O:14][CH2:13][CH:7]2[CH2:12][CH2:11][CH2:10][CH2:9][CH2:8]2)[CH2:46][CH3:47])[CH:32]=1. The yield is 0.910. (9) The reactants are C(OC([N:8]1[C:12]2[CH:13]=[CH:14][CH:15]=[CH:16][C:11]=2[N:10]=[C:9]1[CH2:17][N:18]([CH2:30][CH2:31][CH2:32][CH2:33][N:34]1C(=O)C2C(=CC=CC=2)C1=O)[CH:19]1[C:28]2[N:27]=[C:26]([CH3:29])[CH:25]=[CH:24][C:23]=2[CH2:22][CH2:21][CH2:20]1)=O)(C)(C)C.O.NN. The catalyst is C(O)C. The product is [NH:8]1[C:12]2[CH:13]=[CH:14][CH:15]=[CH:16][C:11]=2[N:10]=[C:9]1[CH2:17][N:18]([CH:19]1[C:28]2[N:27]=[C:26]([CH3:29])[CH:25]=[CH:24][C:23]=2[CH2:22][CH2:21][CH2:20]1)[CH2:30][CH2:31][CH2:32][CH2:33][NH2:34]. The yield is 0.590.